Task: Predict which catalyst facilitates the given reaction.. Dataset: Catalyst prediction with 721,799 reactions and 888 catalyst types from USPTO Reactant: [H-].[Na+].C(OP([CH2:11][C:12]([O:14][CH2:15][CH3:16])=[O:13])(OCC)=O)C.[Br:17][C:18]1[CH:19]=[CH:20][C:21]([N:26]2[CH2:31][CH2:30][CH:29]([CH3:32])[CH2:28][CH2:27]2)=[C:22]([CH:25]=1)[CH:23]=O.O. Product: [Br:17][C:18]1[CH:19]=[CH:20][C:21]([N:26]2[CH2:31][CH2:30][CH:29]([CH3:32])[CH2:28][CH2:27]2)=[C:22](/[CH:23]=[CH:11]/[C:12]([O:14][CH2:15][CH3:16])=[O:13])[CH:25]=1. The catalyst class is: 11.